From a dataset of Reaction yield outcomes from USPTO patents with 853,638 reactions. Predict the reaction yield, written as a fraction of the theoretical maximum amount of product (1.0 means a 100% yield; for example, 0.34 means a 34% yield). (1) The reactants are [C:1]([C:3]1[CH:8]=[CH:7][CH:6]=[CH:5][C:4]=1[CH2:9][C:10]([NH2:12])=[O:11])#[CH:2].Cl[C:14]1[C:19]([C:20]([F:23])([F:22])[F:21])=[CH:18][N:17]=[C:16]([NH:24][C:25]2[CH:30]=[CH:29][C:28]([CH:31]3[CH2:36][CH2:35][CH2:34][CH2:33][N:32]3[C:37]([O:39][C:40]([CH3:43])([CH3:42])[CH3:41])=[O:38])=[CH:27][CH:26]=2)[N:15]=1.C(N(CC)CC)C.C1(P(C2C=CC=CC=2)C2C=CC=CC=2)C=CC=CC=1. The yield is 0.740. The catalyst is CN(C=O)C.[Cu]I. The product is [NH2:12][C:10](=[O:11])[CH2:9][C:4]1[CH:5]=[CH:6][CH:7]=[CH:8][C:3]=1[C:1]#[C:2][C:18]1[C:19]([C:20]([F:21])([F:22])[F:23])=[CH:14][N:15]=[C:16]([NH:24][C:25]2[CH:26]=[CH:27][C:28]([CH:31]3[CH2:36][CH2:35][CH2:34][CH2:33][N:32]3[C:37]([O:39][C:40]([CH3:43])([CH3:42])[CH3:41])=[O:38])=[CH:29][CH:30]=2)[N:17]=1. (2) The reactants are [Cl:1][C:2]1[CH:7]=[CH:6][C:5]([C:8]2[S:12][C:11]([C:13]([O:15]CC)=[O:14])=[C:10]([C:18]3[CH:23]=[CH:22][C:21]([S:24](=[O:27])(=[O:26])[NH2:25])=[CH:20][CH:19]=3)[CH:9]=2)=[CH:4][CH:3]=1.[OH-].[Na+].Cl. The catalyst is C(O)C.O. The product is [Cl:1][C:2]1[CH:3]=[CH:4][C:5]([C:8]2[S:12][C:11]([C:13]([OH:15])=[O:14])=[C:10]([C:18]3[CH:23]=[CH:22][C:21]([S:24](=[O:27])(=[O:26])[NH2:25])=[CH:20][CH:19]=3)[CH:9]=2)=[CH:6][CH:7]=1. The yield is 0.909. (3) The reactants are O=[C:2]1[C:11]2[N:10]=[CH:9][CH:8]=[CH:7][C:6]=2[CH2:5][CH2:4][CH:3]1[CH2:12][CH2:13][C:14]([O:16][CH2:17][CH3:18])=[O:15].C1(C)C=CC(S(O)(=O)=O)=CC=1.[CH3:30][O:31][C:32]1[CH:37]=[CH:36][C:35]([C@H:38]([NH2:40])[CH3:39])=[CH:34][CH:33]=1.C(O[BH-](OC(=O)C)OC(=O)C)(=O)C.[Na+]. The catalyst is C1(C)C=CC=CC=1. The product is [CH3:30][O:31][C:32]1[CH:37]=[CH:36][C:35]([C@H:38]([NH:40][C@H:2]2[C:11]3[N:10]=[CH:9][CH:8]=[CH:7][C:6]=3[CH2:5][CH2:4][C@H:3]2[CH2:12][CH2:13][C:14]([O:16][CH2:17][CH3:18])=[O:15])[CH3:39])=[CH:34][CH:33]=1. The yield is 0.600. (4) The reactants are [F:1][C:2]1[C:7]([O:8][CH3:9])=[CH:6][CH:5]=[C:4]([F:10])[C:3]=1[OH:11].[CH2:12]([O:14][C:15](=[O:19])[C:16]#[C:17][CH3:18])[CH3:13].N12CCCN=C1CCCCC2. The catalyst is O1CCCC1. The product is [CH2:12]([O:14][C:15](=[O:19])/[CH:16]=[C:17](/[O:11][C:3]1[C:4]([F:10])=[CH:5][CH:6]=[C:7]([O:8][CH3:9])[C:2]=1[F:1])\[CH3:18])[CH3:13]. The yield is 0.760. (5) The reactants are [C:1]1([C:7]2[NH:8][C:9]3[C:14]([CH:15]=2)=[CH:13][CH:12]=[C:11]([NH2:16])[CH:10]=3)[CH:6]=[CH:5][CH:4]=[CH:3][CH:2]=1.[C:17](Cl)(=[O:21])[CH:18]([CH3:20])[CH3:19].O. The catalyst is N1C=CC=CC=1. The product is [C:1]1([C:7]2[NH:8][C:9]3[C:14]([CH:15]=2)=[CH:13][CH:12]=[C:11]([NH:16][C:17](=[O:21])[CH:18]([CH3:20])[CH3:19])[CH:10]=3)[CH:2]=[CH:3][CH:4]=[CH:5][CH:6]=1. The yield is 0.210. (6) The reactants are Br[C:2]1[CH:7]=[CH:6][C:5]([S:8]([NH:11][C:12]2[S:16][N:15]=[CH:14][N:13]=2)(=[O:10])=[O:9])=[CH:4][CH:3]=1.[C:17]([O:21][C:22](=[O:30])[NH:23][CH:24]1[CH2:29][CH2:28][NH:27][CH2:26][CH2:25]1)([CH3:20])([CH3:19])[CH3:18].P.CC([O-])(C)C.[Na+].Cl. The catalyst is C1C=CC(/C=C/C(/C=C/C2C=CC=CC=2)=O)=CC=1.C1C=CC(/C=C/C(/C=C/C2C=CC=CC=2)=O)=CC=1.C1C=CC(/C=C/C(/C=C/C2C=CC=CC=2)=O)=CC=1.[Pd].[Pd].CCOC(C)=O.O.C1(C)C=CC=CC=1. The product is [S:16]1[C:12]([NH:11][S:8]([C:5]2[CH:6]=[CH:7][C:2]([N:27]3[CH2:26][CH2:25][CH:24]([NH:23][C:22](=[O:30])[O:21][C:17]([CH3:19])([CH3:18])[CH3:20])[CH2:29][CH2:28]3)=[CH:3][CH:4]=2)(=[O:10])=[O:9])=[N:13][CH:14]=[N:15]1. The yield is 0.700.